From a dataset of Full USPTO retrosynthesis dataset with 1.9M reactions from patents (1976-2016). Predict the reactants needed to synthesize the given product. (1) Given the product [CH2:27]([C@:25]1([OH:26])[C:15]2[CH:14]=[C:13]3[N:18]([C:17](=[O:21])[C:16]=2[CH2:22][O:23][C:24]1=[O:29])[CH2:19][C:20]1[C:8]([CH2:7][CH2:6][Si:5]([CH2:4][CH2:3][CH2:2][N:36]2[CH:40]=[CH:39][N:38]=[CH:37]2)([CH3:34])[CH3:35])=[C:9]2[CH:33]=[CH:32][CH:31]=[CH:30][C:10]2=[N:11][C:12]3=1)[CH3:28], predict the reactants needed to synthesize it. The reactants are: Br[CH2:2][CH2:3][CH2:4][Si:5]([CH3:35])([CH3:34])[CH2:6][CH2:7][C:8]1[C:20]2[CH2:19][N:18]3[C:13](=[CH:14][C:15]4[C@:25]([CH2:27][CH3:28])([OH:26])[C:24](=[O:29])[O:23][CH2:22][C:16]=4[C:17]3=[O:21])[C:12]=2[N:11]=[C:10]2[CH:30]=[CH:31][CH:32]=[CH:33][C:9]=12.[NH:36]1[CH:40]=[CH:39][N:38]=[CH:37]1. (2) Given the product [I:1][C:2]1[C:10]2[C:5](=[CH:6][CH:7]=[C:8]([C:11]3[O:13][C:28]([NH:27][CH2:26][C:25]([F:33])([F:32])[F:24])=[N:30][N:31]=3)[CH:9]=2)[N:4]([S:14]([C:17]2[CH:18]=[CH:19][C:20]([CH3:21])=[CH:22][CH:23]=2)(=[O:15])=[O:16])[CH:3]=1, predict the reactants needed to synthesize it. The reactants are: [I:1][C:2]1[C:10]2[C:5](=[CH:6][CH:7]=[C:8]([C:11]([OH:13])=O)[CH:9]=2)[N:4]([S:14]([C:17]2[CH:23]=[CH:22][C:20]([CH3:21])=[CH:19][CH:18]=2)(=[O:16])=[O:15])[CH:3]=1.[F:24][C:25]([F:33])([F:32])[CH2:26][NH:27][C:28]([NH:30][NH2:31])=S.Cl.C(N=C=NCCCN(C)C)C.O. (3) Given the product [CH:1]([NH:14][C:15](=[O:30])[O:16][CH:17]1[CH2:22][CH2:21][NH:20][CH2:19][CH2:18]1)([C:2]1[CH:7]=[CH:6][CH:5]=[CH:4][CH:3]=1)[C:8]1[CH:9]=[CH:10][CH:11]=[CH:12][CH:13]=1, predict the reactants needed to synthesize it. The reactants are: [CH:1]([NH:14][C:15](=[O:30])[O:16][CH:17]1[CH2:22][CH2:21][N:20](CC2C=CC=CC=2)[CH2:19][CH2:18]1)([C:8]1[CH:13]=[CH:12][CH:11]=[CH:10][CH:9]=1)[C:2]1[CH:7]=[CH:6][CH:5]=[CH:4][CH:3]=1.C(O)=O. (4) Given the product [ClH:73].[NH2:8][CH2:9][C@H:10]1[CH2:15][CH2:14][C@H:13]([C:16]([NH:18][C@@H:19]([CH2:43][C:44]2[CH:49]=[CH:48][C:47]([C:50]3[CH:55]=[CH:54][C:53]([C:56](=[O:71])[NH:57][CH:58]4[CH:59]5[CH:63]4[CH2:62][NH:61][CH2:60]5)=[CH:52][C:51]=3[CH3:72])=[CH:46][CH:45]=2)[C:20]([NH:22][C:23]2[CH:28]=[CH:27][C:26]([C:29]3[NH:30][C:31]([C:34]([F:42])([F:41])[C:35]([F:39])([F:40])[C:36]([OH:38])=[O:37])=[N:32][N:33]=3)=[CH:25][CH:24]=2)=[O:21])=[O:17])[CH2:12][CH2:11]1, predict the reactants needed to synthesize it. The reactants are: C(OC([NH:8][CH2:9][C@H:10]1[CH2:15][CH2:14][C@H:13]([C:16]([NH:18][C@@H:19]([CH2:43][C:44]2[CH:49]=[CH:48][C:47]([C:50]3[CH:55]=[CH:54][C:53]([C:56](=[O:71])[NH:57][CH:58]4[CH:63]5[CH:59]4[CH2:60][N:61](C(OC(C)(C)C)=O)[CH2:62]5)=[CH:52][C:51]=3[CH3:72])=[CH:46][CH:45]=2)[C:20]([NH:22][C:23]2[CH:28]=[CH:27][C:26]([C:29]3[NH:30][C:31]([C:34]([F:42])([F:41])[C:35]([F:40])([F:39])[C:36]([OH:38])=[O:37])=[N:32][N:33]=3)=[CH:25][CH:24]=2)=[O:21])=[O:17])[CH2:12][CH2:11]1)=O)(C)(C)C.[ClH:73]. (5) The reactants are: [I:1][C:2]1[CH:3]=[C:4]([CH:6]=[CH:7][CH:8]=1)[NH2:5].[F:9][C:10]1[CH:15]=[CH:14][C:13]([C:16]([F:19])([F:18])[F:17])=[CH:12][C:11]=1[N:20]=[C:21]=[O:22]. Given the product [F:9][C:10]1[CH:15]=[CH:14][C:13]([C:16]([F:19])([F:18])[F:17])=[CH:12][C:11]=1[NH:20][C:21]([NH:5][C:4]1[CH:6]=[CH:7][CH:8]=[C:2]([I:1])[CH:3]=1)=[O:22], predict the reactants needed to synthesize it. (6) The reactants are: [N:1]1([C:7]2[C:8]3[S:15][C:14]([N:16]4[CH2:21][CH2:20][O:19][CH2:18][CH2:17]4)=[CH:13][C:9]=3[N:10]=[CH:11][N:12]=2)[CH2:6][CH2:5][NH:4][CH2:3][CH2:2]1.[N:22]([C@H:25]([C:27]1[CH:32]=[CH:31][CH:30]=[C:29]([O:33][CH3:34])[CH:28]=1)[CH3:26])=[C:23]=[O:24].C(N(CC)C(C)C)(C)C. Given the product [CH3:34][O:33][C:29]1[CH:28]=[C:27]([C@@H:25]([NH:22][C:23]([N:4]2[CH2:5][CH2:6][N:1]([C:7]3[C:8]4[S:15][C:14]([N:16]5[CH2:17][CH2:18][O:19][CH2:20][CH2:21]5)=[CH:13][C:9]=4[N:10]=[CH:11][N:12]=3)[CH2:2][CH2:3]2)=[O:24])[CH3:26])[CH:32]=[CH:31][CH:30]=1, predict the reactants needed to synthesize it. (7) Given the product [O:4]1[C:5]2([CH2:10][CH2:9][C:8]([C:21]3[C:25]([CH:26]=[O:27])=[CH:24][N:23]([CH:28]4[CH2:33][CH2:32][CH2:31][CH2:30][O:29]4)[N:22]=3)=[CH:7][CH2:6]2)[O:1][CH2:2][CH2:3]1, predict the reactants needed to synthesize it. The reactants are: [O:1]1[C:5]2([CH2:10][CH2:9][C:8](B3OC(C)(C)C(C)(C)O3)=[CH:7][CH2:6]2)[O:4][CH2:3][CH2:2]1.I[C:21]1[C:25]([CH:26]=[O:27])=[CH:24][N:23]([CH:28]2[CH2:33][CH2:32][CH2:31][CH2:30][O:29]2)[N:22]=1.[O-]P([O-])([O-])=O.[K+].[K+].[K+].COCCOC. (8) Given the product [Br:1][C:2]1[CH:7]=[CH:6][C:5]([N+:8]([O-:10])=[O:9])=[C:4]([NH:12][CH2:13][C@@H:14]2[CH2:18][CH2:17][N:16]([C:19]([O:21][C:22]([CH3:25])([CH3:24])[CH3:23])=[O:20])[CH2:15]2)[CH:3]=1, predict the reactants needed to synthesize it. The reactants are: [Br:1][C:2]1[CH:7]=[CH:6][C:5]([N+:8]([O-:10])=[O:9])=[C:4](F)[CH:3]=1.[NH2:12][CH2:13][C@@H:14]1[CH2:18][CH2:17][N:16]([C:19]([O:21][C:22]([CH3:25])([CH3:24])[CH3:23])=[O:20])[CH2:15]1.